Dataset: Full USPTO retrosynthesis dataset with 1.9M reactions from patents (1976-2016). Task: Predict the reactants needed to synthesize the given product. (1) Given the product [C:1]([C:3]1[CH:4]=[CH:5][C:6]2[N:10]([S:11]([C:14]3[CH:15]=[CH:16][C:17]([O:20][CH3:21])=[CH:18][CH:19]=3)(=[O:13])=[O:12])[C:9](=[O:22])[N:8]([CH:23]([C:31]3[CH:32]=[CH:33][CH:34]=[CH:35][CH:36]=3)[C:24]([OH:26])=[O:25])[C:7]=2[CH:37]=1)#[N:2], predict the reactants needed to synthesize it. The reactants are: [C:1]([C:3]1[CH:4]=[CH:5][C:6]2[N:10]([S:11]([C:14]3[CH:19]=[CH:18][C:17]([O:20][CH3:21])=[CH:16][CH:15]=3)(=[O:13])=[O:12])[C:9](=[O:22])[N:8]([CH:23]([C:31]3[CH:36]=[CH:35][CH:34]=[CH:33][CH:32]=3)[C:24]([O:26]C(C)(C)C)=[O:25])[C:7]=2[CH:37]=1)#[N:2].FC(F)(F)C(O)=O. (2) Given the product [F:1][C:2]1([F:32])[CH2:4][CH:3]1[CH2:5][O:6][C:7]1[CH:12]=[CH:11][C:10]([S:13]([CH2:16][CH3:17])(=[O:14])=[O:15])=[CH:9][C:8]=1[C:18]1[C:19]2[CH:28]=[C:27]([C:29]([NH:42][CH2:41][C:40]([F:44])([F:43])[F:39])=[O:30])[NH:26][C:20]=2[C:21](=[O:25])[N:22]([CH3:24])[CH:23]=1, predict the reactants needed to synthesize it. The reactants are: [F:1][C:2]1([F:32])[CH2:4][CH:3]1[CH2:5][O:6][C:7]1[CH:12]=[CH:11][C:10]([S:13]([CH2:16][CH3:17])(=[O:15])=[O:14])=[CH:9][C:8]=1[C:18]1[C:19]2[CH:28]=[C:27]([C:29](O)=[O:30])[NH:26][C:20]=2[C:21](=[O:25])[N:22]([CH3:24])[CH:23]=1.C(Cl)(=O)C(Cl)=O.[F:39][C:40]([F:44])([F:43])[CH2:41][NH2:42]. (3) The reactants are: [CH3:1][C:2]1[CH:7]=[CH:6][CH:5]=[C:4]([CH3:8])[C:3]=1[OH:9].[CH3:10][NH:11][CH3:12].[CH2:13]=O.Cl. Given the product [CH3:10][N:11]([CH2:13][C:6]1[CH:5]=[C:4]([CH3:8])[C:3]([OH:9])=[C:2]([CH3:1])[CH:7]=1)[CH3:12], predict the reactants needed to synthesize it. (4) Given the product [F:1][C:2]1[CH:3]=[C:4]([C:9]2[CH:10]=[N:11][CH:12]=[C:13]3[C:18]=2[N:17]=[C:16]([C:19]([NH2:24])=[O:20])[CH:15]=[CH:14]3)[CH:5]=[CH:6][C:7]=1[OH:8], predict the reactants needed to synthesize it. The reactants are: [F:1][C:2]1[CH:3]=[C:4]([C:9]2[CH:10]=[N:11][CH:12]=[C:13]3[C:18]=2[N:17]=[C:16]([C:19](OCC)=[O:20])[CH:15]=[CH:14]3)[CH:5]=[CH:6][C:7]=1[OH:8].[NH3:24].CO. (5) Given the product [CH3:31][O:32][C:33]([C:35]1([O:38][C:39]2[CH:44]=[CH:43][C:42]([NH:45][C:18](=[O:19])[CH:17]([C:16]3[N:8]([C:5]4[CH:4]=[CH:3][C:2]([Cl:1])=[CH:7][CH:6]=4)[N:9]=[C:10]4[C:15]=3[CH2:14][CH2:13][CH2:12][CH2:11]4)[CH:21]3[CH2:26][CH2:25][CH2:24][CH2:23][CH2:22]3)=[C:41]([F:46])[CH:40]=2)[CH2:37][CH2:36]1)=[O:34], predict the reactants needed to synthesize it. The reactants are: [Cl:1][C:2]1[CH:7]=[CH:6][C:5]([N:8]2[C:16]([CH:17]([CH:21]3[CH2:26][CH2:25][CH2:24][CH2:23][CH2:22]3)[C:18](O)=[O:19])=[C:15]3[C:10]([CH2:11][CH2:12][CH2:13][CH2:14]3)=[N:9]2)=[CH:4][CH:3]=1.S(Cl)(Cl)=O.[CH3:31][O:32][C:33]([C:35]1([O:38][C:39]2[CH:44]=[CH:43][C:42]([NH2:45])=[C:41]([F:46])[CH:40]=2)[CH2:37][CH2:36]1)=[O:34]. (6) Given the product [NH2:17][C:18]1[CH:19]=[C:20]([NH:24][C:2]2[N:7]=[C:6]([NH:8][C:9]3[CH:14]=[CH:13][CH:12]=[C:11]([OH:15])[CH:10]=3)[C:5]([F:16])=[CH:4][N:3]=2)[CH:21]=[CH:22][CH:23]=1, predict the reactants needed to synthesize it. The reactants are: Cl[C:2]1[N:7]=[C:6]([NH:8][C:9]2[CH:14]=[CH:13][CH:12]=[C:11]([OH:15])[CH:10]=2)[C:5]([F:16])=[CH:4][N:3]=1.[NH2:17][C:18]1[CH:23]=[CH:22][CH:21]=[C:20]([NH2:24])[CH:19]=1. (7) Given the product [CH2:8]([NH:10][C:11](=[O:29])[CH:12]([C:14]1[CH:19]=[CH:18][C:17]([C:20]#[C:21][C:22]2[CH:23]=[CH:24][C:25]([O:7][CH2:6][C:2]3[O:1][CH:5]=[CH:4][CH:3]=3)=[CH:26][CH:27]=2)=[CH:16][CH:15]=1)[CH3:13])[CH3:9], predict the reactants needed to synthesize it. The reactants are: [O:1]1[CH:5]=[CH:4][CH:3]=[C:2]1[CH2:6][OH:7].[CH2:8]([NH:10][C:11](=[O:29])[CH:12]([C:14]1[CH:19]=[CH:18][C:17]([C:20]#[C:21][C:22]2[CH:27]=[CH:26][C:25](O)=[CH:24][CH:23]=2)=[CH:16][CH:15]=1)[CH3:13])[CH3:9].C1(P(C2C=CC=CC=2)C2C=CC=CC=2)C=CC=CC=1.N(C(OC(C)(C)C)=O)=NC(OC(C)(C)C)=O.